This data is from Forward reaction prediction with 1.9M reactions from USPTO patents (1976-2016). The task is: Predict the product of the given reaction. Given the reactants [H-].[Na+].[CH3:3][N:4]1[C:8]([CH:9]([C:11]2[CH:16]=[CH:15][CH:14]=[CH:13][CH:12]=2)[OH:10])=[CH:7][CH:6]=[N:5]1.Br[CH2:18][C:19]([O:21][CH2:22][CH3:23])=[O:20].C(OCC)(=O)C, predict the reaction product. The product is: [CH3:3][N:4]1[C:8]([CH:9]([C:11]2[CH:16]=[CH:15][CH:14]=[CH:13][CH:12]=2)[O:10][CH2:18][C:19]([O:21][CH2:22][CH3:23])=[O:20])=[CH:7][CH:6]=[N:5]1.